Dataset: Tox21: 12 toxicity assays (nuclear receptors and stress response pathways). Task: Binary classification across 12 toxicity assays. (1) It tested positive (active) for: NR-AhR (Aryl hydrocarbon Receptor agonist activity). The drug is OC(CCN1CCCCC1)(c1ccccc1)c1ccccc1. (2) The drug is O=C(Oc1ccccc1)c1ccc2ccccc2c1O. It tested positive (active) for: SR-ATAD5 (ATAD5 genotoxicity (DNA damage)). (3) The drug is Nc1ccc(NCCO)c([N+](=O)[O-])c1. It tested positive (active) for: NR-AhR (Aryl hydrocarbon Receptor agonist activity), SR-ARE (Antioxidant Response Element (oxidative stress)), and SR-MMP (Mitochondrial Membrane Potential disruption). (4) The compound is Cc1cc(C(C#N)c2ccc(Cl)cc2)c(Cl)cc1NC(=O)c1cc(I)cc(I)c1O. It tested positive (active) for: SR-MMP (Mitochondrial Membrane Potential disruption), and SR-p53 (p53 tumor suppressor activation). (5) The compound is CC(C)n1nc(-c2cc3cc(O)ccc3[nH]2)c2c(N)ncnc21. It tested positive (active) for: NR-AhR (Aryl hydrocarbon Receptor agonist activity), and SR-ATAD5 (ATAD5 genotoxicity (DNA damage)). (6) The molecule is CCOc1ccc([N+](=O)[O-])cc1. It tested positive (active) for: NR-ER (Estrogen Receptor agonist activity), NR-ER-LBD (Estrogen Receptor Ligand Binding Domain agonist), and SR-MMP (Mitochondrial Membrane Potential disruption).